From a dataset of Drug-target binding data from BindingDB using IC50 measurements. Regression. Given a target protein amino acid sequence and a drug SMILES string, predict the binding affinity score between them. We predict pIC50 (pIC50 = -log10(IC50 in M); higher means more potent). Dataset: bindingdb_ic50. (1) The small molecule is NCC#CCC(N)C(=O)NCCc1ccccc1. The target protein sequence is MRLTNLLSLTTLVALAVAVPDFYQKREAVSSKEAALLRRDASAECVSNENVEIEAPKTNIWTSLAKEEVQEVLDLLHSTYNITEVTKADFFSNYVLWIETLKPNKTEALTYLDEDGDLPPRNARTVVYFGEGEEGYFEELKVGPLPVSDETTIEPLSFYNTNGKSKLPFEVGHLDRIKSAAKSSFLNKNLNTTIMRDVLEGLIGVPYEDMGCHSAAPQLHDPATGATVDYGTCNINTENDAENLVPTGFFFKFDMTGRDVSQWKMLEYIYNNKVYTSAEELYEAMQKDDFVTLPKIDVDNLDWTVIQRNDSAPIRHLDDRKSPRLVEPEGRRWAYDGEEEYFSWMDWGFYTSWSRDTGISFYDITFKGERIVYELSLQELIAEYGSDDPFNQHTFYSDISYGVGNRFSLVPGYDCPATAGYFTTDTFEYDEFYNRTLSYCVFENQEDYSLLRHTGASYSAITQNPTLNVRFISTIGNYDYNFLYKFFLDGTLEVSVRAAG.... The pIC50 is 3.6. (2) The compound is N#CCCC(CP(=O)(O)O)C(=O)O. The target protein (P70627) has sequence MWNAQQDSDSAEALGRRQRWFCAGTLVLAFTGTFIIGFLFGWFIKPSNDSTSSVSYPGMKKAFLQELKAENIKKFLYNFTRTPHLAGTQHNFELAKQIHAQWKEFGLDLVELSDYDVLLSYPNKTHPNYISIINEDGNEIFKTSLAELSPPGYENISDVVPPYSAFSPQGTPEGDLVYVNYARTEDFFKLERVMKINCSGKIVIARYGQVFRGNKVKNAQLAGAKGIILYSDPADYFVPGVKSYPDGWNLPGGGVQRGNVLNLNGAGDPLTPGYPANEYAYRHEFTEAVGLPSIPVHPIGYDDAQKLLEHMGGSAPPDSSWKGGLKVPYNVGPGFAGNFSKQKVKLHIHSYNKVTRIYNVIGTLKGAVEPDRYVILGGHRDAWVFGGIDPQSGAAVVHEIVRTFGTLKKKGWRPRRTILFASWDAEEFGLLGSTEWAEEHSRLLQERGVAYINADSSIEGNYTLRVDCTPLMHSLVYNLTKELPSPDEGFEGKSLYDSWK.... The pIC50 is 6.5. (3) The drug is O=C(Nc1ccccc1O)c1ccccc1. The target protein (Q99571) has sequence MAGCCAALAAFLFEYDTPRIVLIRSRKVGLMNRAVQLLILAYVIGWVFVWEKGYQETDSVVSSVTTKVKGVAVTNTSKLGFRIWDVADYVIPAQEENSLFVMTNVILTMNQTQGLCPEIPDATTVCKSDASCTAGSAGTHSNGVSTGRCVAFNGSVKTCEVAAWCPVEDDTHVPQPAFLKAAENFTLLVKNNIWYPKFNFSKRNILPNITTTYLKSCIYDAKTDPFCPIFRLGKIVENAGHSFQDMAVEGGIMGIQVNWDCNLDRAASLCLPRYSFRRLDTRDVEHNVSPGYNFRFAKYYRDLAGNEQRTLIKAYGIRFDIIVFGKAGKFDIIPTMINIGSGLALLGMATVLCDIIVLYCMKKRLYYREKKYKYVEDYEQGLASELDQ. The pIC50 is 5.0. (4) The drug is C[C@@H]1C(=O)O[C@H]2[C@H](O)[C@]34C5OC(=O)[C@@]3(OC3OC(=O)[C@H](O)C34[C@H](C(C)(C)C)[C@@H]5O)[C@@]12O. The target protein (P23416) has sequence MNRQLVNILTALFAFFLETNHFRTAFCKDHDSRSGKQPSQTLSPSDFLDKLMGRTSGYDARIRPNFKGPPVNVTCNIFINSFGSVTETTMDYRVNIFLRQQWNDSRLAYSEYPDDSLDLDPSMLDSIWKPDLFFANEKGANFHDVTTDNKLLRISKNGKVLYSIRLTLTLSCPMDLKNFPMDVQTCTMQLESFGYTMNDLIFEWLSDGPVQVAEGLTLPQFILKEEKELGYCTKHYNTGKFTCIEVKFHLERQMGYYLIQMYIPSLLIVILSWVSFWINMDAAPARVALGITTVLTMTTQSSGSRASLPKVSYVKAIDIWMAVCLLFVFAALLEYAAVNFVSRQHKEFLRLRRRQKRQNKEEDVTRESRFNFSGYGMGHCLQVKDGTAVKATPANPLPQPPKDGDAIKKKFVDRAKRIDTISRAAFPLAFLIFNIFYWITYKIIRHEDVHKK. The pIC50 is 4.0. (5) The compound is COc1cc(/C=N/NC(=O)C(OC)c2cccc(N3CCCC3)c2)cc(OC)c1Br. The target protein (Q8CA95) has sequence MSNDSTEGTVGSCNATGLTDEKVKAYLSLHPQVLDEFVSESVSAETVEKWLKRKTNKAKDEPSPKEVSRYQDTNMQGVVYELNSYIEQRLDTGGDNHLLLYELSSIIRIATKADGFALYFLGECNNSLCVFIPPGMKEGQPRLIPAGPITQGTTISAYVAKSRKTLLVEDILGDERFPRGTGLESGTRIQSVLCLPIVTAIGDLIGILELYRHWGKEAFCLSHQEVATANLAWASVAIHQVQVCRGLAKQTELNDFLLDVSKTYFDNIVAIDSLLEHIMIYAKNLVNADRCALFQVDHKNKELYSDLFDIGEEKEGKPIFKKTKEIRFSIEKGIAGQVARTGEVLNIPDAYADPRFNREVDLYTGYTTRNILCMPIVSRGSVIGVVQMVNKISGSAFSKTDENNFKMFAVFCALALHCANMYHRIRHSECIYRVTMEKLSYHSICTSEEWQGLMRFNLPARICRDIELFHFDIGPFENMWPGIFVYMIHRSCGTSCFELE.... The pIC50 is 8.0. (6) The drug is FC1(F)CCC(Nc2nc(Nc3cncc(C(F)(F)F)c3)nc(-c3cccc(C(F)(F)F)n3)n2)C1. The target protein sequence is MAGYLRVVRSLCRASGSRPAWAPAALTAPTSQEQPRRHYADKRIKVAKPVVEMDGDEMTRIIWQFIKEKLILPHVDIQLKYFDLGLPNRDQTDDQVTIDSALATQKYSVAVKCATITPDEARVEEFKLKKMWKSPNGTIGNILGGTVFREPIICKNIPRLVPGWTKPITIGRHAHGDQYKATDFVADRAGTFKMVFTPKDGSGVKEWEVYNFPAGGVGMGMYNTDESISGFAHSCFQYAIQKKWPLYMSTKNTILKAYDGRFKDIFQEIFDKHYKTDFDKNKIWYEHRLIDDMVAQVLKSSGGFVWACKNYDGDVQSDILAQGFGSLGLMTSVLVCPDGKTIEAEAAHGTVTRHYREHQKGRPTSTNPIASIFAWTRGLEHRGKLDGNQDLIRFAQMLEKVCVETVESGAMTKDLAGCIHGLSNVKLNEHFLNTTDFLDTIKSNLDRALGRQ. The pIC50 is 7.3.